Dataset: Reaction yield outcomes from USPTO patents with 853,638 reactions. Task: Predict the reaction yield, written as a fraction of the theoretical maximum amount of product (1.0 means a 100% yield; for example, 0.34 means a 34% yield). (1) The yield is 0.890. The reactants are [S:1]1[CH:5]=[CH:4][CH:3]=[C:2]1[S:6]([NH:9][C:10]1[CH:11]=[C:12]([O:22][C:23]([F:26])([F:25])[F:24])[CH:13]=[C:14]2[C:18]=1[NH:17][C:16]([C:19]([OH:21])=O)=[CH:15]2)(=[O:8])=[O:7].Cl.C[N:29](C)CCCN=C=NCC.CN(C)C=O. The catalyst is O. The product is [S:1]1[CH:5]=[CH:4][CH:3]=[C:2]1[S:6]([NH:9][C:10]1[CH:11]=[C:12]([O:22][C:23]([F:25])([F:26])[F:24])[CH:13]=[C:14]2[C:18]=1[NH:17][C:16]([C:19]([NH2:29])=[O:21])=[CH:15]2)(=[O:7])=[O:8]. (2) The reactants are [Br:1][CH:2]([C:4]1[CH:12]=[CH:11][C:7]([C:8]([OH:10])=O)=[CH:6][CH:5]=1)[CH3:3].C1C(=O)N(O)C(=O)C1.CCN=C=NCCCN(C)C.C([O-])([O-])=O.[Na+].[Na+].[CH3:38][C:39]1([CH3:48])[CH2:44][CH:43]([NH2:45])[CH2:42][C:41]([CH3:47])([CH3:46])[NH:40]1. The catalyst is C(Cl)Cl. The product is [Br:1][CH:2]([C:4]1[CH:5]=[CH:6][C:7]([C:8]([NH:45][CH:43]2[CH2:44][C:39]([CH3:48])([CH3:38])[NH:40][C:41]([CH3:47])([CH3:46])[CH2:42]2)=[O:10])=[CH:11][CH:12]=1)[CH3:3]. The yield is 0.230.